This data is from Catalyst prediction with 721,799 reactions and 888 catalyst types from USPTO. The task is: Predict which catalyst facilitates the given reaction. (1) Reactant: [Cl:1][CH2:2][S:3]([N:6]([CH2:13][CH2:14][CH2:15][N:16]([CH3:18])[CH3:17])[CH:7]1[CH2:12][CH2:11][NH:10][CH2:9][CH2:8]1)(=[O:5])=[O:4].[F:19][CH:20]([F:50])[C:21]1[N:25]([C:26]2[N:31]=[C:30]([N:32]3[CH2:37][CH2:36][O:35][CH2:34][CH2:33]3)[N:29]=[C:28](N3CCNCC3)[N:27]=2)[C:24]2[CH:44]=[CH:45][CH:46]=[C:47]([O:48][CH3:49])[C:23]=2[N:22]=1.CCN(C(C)C)C(C)C.C(Cl)Cl.CO. Product: [Cl:1][CH2:2][S:3]([N:6]([CH:7]1[CH2:12][CH2:11][N:10]([C:28]2[N:27]=[C:26]([N:25]3[C:24]4[CH:44]=[CH:45][CH:46]=[C:47]([O:48][CH3:49])[C:23]=4[N:22]=[C:21]3[CH:20]([F:50])[F:19])[N:31]=[C:30]([N:32]3[CH2:33][CH2:34][O:35][CH2:36][CH2:37]3)[N:29]=2)[CH2:9][CH2:8]1)[CH2:13][CH2:14][CH2:15][N:16]([CH3:17])[CH3:18])(=[O:4])=[O:5]. The catalyst class is: 1. (2) Reactant: [CH3:1][C:2]1([CH3:11])[N:7]([O])[C:6]([CH3:10])([CH3:9])[CH2:5][CH2:4][CH2:3]1.[C:12]([O:16]N=O)(C)([CH3:14])[CH3:13].N[C:20]1[CH:25]=CC=C[CH:21]=1. Product: [O:16]([N:7]1[C:2]([CH3:11])([CH3:1])[CH2:3][CH2:4][CH2:5][C:6]1([CH3:10])[CH3:9])[C:12]1[CH:14]=[CH:25][CH:20]=[CH:21][CH:13]=1. The catalyst class is: 17. (3) The catalyst class is: 84. Reactant: Cl.[NH2:2][CH2:3][C:4]([C:6]1[C:11]([Cl:12])=[CH:10][C:9]([Cl:13])=[CH:8][N:7]=1)=[O:5].[F:14][C:15]([F:26])([F:25])[C:16]1[CH:24]=[CH:23][CH:22]=[CH:21][C:17]=1[C:18](Cl)=[O:19].C(=O)([O-])[O-].[K+].[K+]. Product: [Cl:12][C:11]1[C:6]([C:4](=[O:5])[CH2:3][NH:2][C:18](=[O:19])[C:17]2[CH:21]=[CH:22][CH:23]=[CH:24][C:16]=2[C:15]([F:14])([F:25])[F:26])=[N:7][CH:8]=[C:9]([Cl:13])[CH:10]=1. (4) Reactant: [S:1]([CH2:11][CH2:12][O:13][C:14](=[O:18])[C:15]([CH3:17])=[CH2:16])([C:4]1[CH:10]=[CH:9][C:7]([CH3:8])=[CH:6][CH:5]=1)(=[O:3])=[O:2].[OH:19][CH2:20][CH2:21][CH2:22][CH2:23][O:24][C:25](=[O:28])[CH:26]=[CH2:27].[CH3:29][O:30][C:31](=[O:35])[C:32]([CH3:34])=[CH2:33].[CH2:36]([O:40][C:41](=[O:45])[C:42]([CH3:44])=[CH2:43])[CH:37]1[O:39][CH2:38]1.CC(N=NC(C#N)(C)C)(C#N)C. Product: [S:1]([CH2:11][CH2:12][O:13][C:14](=[O:18])[C:15]([CH3:17])=[CH2:16])([C:4]1[CH:5]=[CH:6][C:7]([CH3:8])=[CH:9][CH:10]=1)(=[O:3])=[O:2].[OH:19][CH2:20][CH2:21][CH2:22][CH2:23][O:24][C:25](=[O:28])[CH:26]=[CH2:27].[CH3:29][O:30][C:31](=[O:35])[C:32]([CH3:34])=[CH2:33].[CH2:36]([O:40][C:41](=[O:45])[C:42]([CH3:44])=[CH2:43])[CH:37]1[O:39][CH2:38]1. The catalyst class is: 7. (5) Reactant: [OH:1][CH2:2][C:3]1[N:4]=[C:5]([C:24]2[CH:29]=[CH:28][C:27]([C:30]([F:33])([F:32])[F:31])=[CH:26][CH:25]=2)[S:6][C:7]=1[CH2:8][S:9][C:10]1[CH:22]=[CH:21][C:13]([O:14][CH2:15][C:16]([O:18][CH2:19][CH3:20])=[O:17])=[C:12]([CH3:23])[CH:11]=1.[CH3:34][C:35]1[O:39][N:38]=[C:37]([C:40]2[CH:41]=[C:42](O)[CH:43]=[CH:44][CH:45]=2)[N:36]=1.C1(P(C2C=CC=CC=2)C2C=CC=CC=2)C=CC=CC=1.CC(OC(/N=N/C(OC(C)C)=O)=O)C. Product: [CH3:23][C:12]1[CH:11]=[C:10]([S:9][CH2:8][C:7]2[S:6][C:5]([C:24]3[CH:25]=[CH:26][C:27]([C:30]([F:32])([F:33])[F:31])=[CH:28][CH:29]=3)=[N:4][C:3]=2[CH2:2][O:1][C:42]2[CH:43]=[CH:44][CH:45]=[C:40]([C:37]3[N:36]=[C:35]([CH3:34])[O:39][N:38]=3)[CH:41]=2)[CH:22]=[CH:21][C:13]=1[O:14][CH2:15][C:16]([O:18][CH2:19][CH3:20])=[O:17]. The catalyst class is: 11. (6) Reactant: [Cl:1][C:2]1[CH:11]=[C:10]2[C:5]([CH2:6][CH2:7][NH:8][C:9]2=[O:12])=[CH:4][CH:3]=1.[CH:13]1([C:16]2[CH:21]=[CH:20][N:19]=[CH:18][C:17]=2I)[CH2:15][CH2:14]1.P([O-])([O-])([O-])=O.[K+].[K+].[K+]. Product: [Cl:1][C:2]1[CH:11]=[C:10]2[C:5]([CH2:6][CH2:7][N:8]([C:17]3[CH:18]=[N:19][CH:20]=[CH:21][C:16]=3[CH:13]3[CH2:15][CH2:14]3)[C:9]2=[O:12])=[CH:4][CH:3]=1. The catalyst class is: 246. (7) Reactant: [Cl:1][C:2]1[CH:3]=[C:4]([NH:17][C:18]2[C:27]3[C:22](=[CH:23][CH:24]=[C:25]([C:28]4[O:29][C:30]([CH:33]=[O:34])=[CH:31][CH:32]=4)[CH:26]=3)[N:21]=[CH:20][N:19]=2)[CH:5]=[CH:6][C:7]=1[O:8][CH2:9][C:10]1[CH:15]=[CH:14][CH:13]=[C:12]([F:16])[CH:11]=1.C1C[O:38]CC1.[Mn]([O-])(=O)(=O)=O.[K+]. Product: [Cl:1][C:2]1[CH:3]=[C:4]([NH:17][C:18]2[C:27]3[C:22](=[CH:23][CH:24]=[C:25]([C:28]4[O:29][C:30]([C:33]([OH:38])=[O:34])=[CH:31][CH:32]=4)[CH:26]=3)[N:21]=[CH:20][N:19]=2)[CH:5]=[CH:6][C:7]=1[O:8][CH2:9][C:10]1[CH:15]=[CH:14][CH:13]=[C:12]([F:16])[CH:11]=1. The catalyst class is: 568.